This data is from Peptide-MHC class II binding affinity with 134,281 pairs from IEDB. The task is: Regression. Given a peptide amino acid sequence and an MHC pseudo amino acid sequence, predict their binding affinity value. This is MHC class II binding data. (1) The peptide sequence is IHIGDSSKVTITDTT. The MHC is HLA-DQA10102-DQB10502 with pseudo-sequence HLA-DQA10102-DQB10502. The binding affinity (normalized) is 0. (2) The peptide sequence is IEEFGTGVFTTRVYMD. The MHC is HLA-DQA10102-DQB10501 with pseudo-sequence HLA-DQA10102-DQB10501. The binding affinity (normalized) is 0.433. (3) The peptide sequence is KPFGQAAAGDKPS. The MHC is HLA-DQA10501-DQB10301 with pseudo-sequence HLA-DQA10501-DQB10301. The binding affinity (normalized) is 0.182. (4) The peptide sequence is QAAVVRFQEAANKQK. The MHC is DRB1_0901 with pseudo-sequence DRB1_0901. The binding affinity (normalized) is 0.573. (5) The peptide sequence is VVPDGYKLTGNVLIL. The MHC is DRB4_0101 with pseudo-sequence DRB4_0103. The binding affinity (normalized) is 0.418. (6) The peptide sequence is LHGVRDGLVRDANNY. The MHC is DRB1_0101 with pseudo-sequence DRB1_0101. The binding affinity (normalized) is 0.118. (7) The peptide sequence is ALSRVHSMFLGTGGS. The MHC is HLA-DPA10201-DPB10501 with pseudo-sequence HLA-DPA10201-DPB10501. The binding affinity (normalized) is 0.122.